Dataset: NCI-60 drug combinations with 297,098 pairs across 59 cell lines. Task: Regression. Given two drug SMILES strings and cell line genomic features, predict the synergy score measuring deviation from expected non-interaction effect. (1) Drug 1: CN1CCC(CC1)COC2=C(C=C3C(=C2)N=CN=C3NC4=C(C=C(C=C4)Br)F)OC. Drug 2: C1CC(=O)NC(=O)C1N2CC3=C(C2=O)C=CC=C3N. Cell line: MDA-MB-231. Synergy scores: CSS=10.3, Synergy_ZIP=-3.31, Synergy_Bliss=-3.85, Synergy_Loewe=-1.84, Synergy_HSA=-2.39. (2) Drug 1: C1=CC(=C2C(=C1NCCNCCO)C(=O)C3=C(C=CC(=C3C2=O)O)O)NCCNCCO. Drug 2: CC1=C(C(=O)C2=C(C1=O)N3CC4C(C3(C2COC(=O)N)OC)N4)N. Cell line: M14. Synergy scores: CSS=50.4, Synergy_ZIP=-3.36, Synergy_Bliss=-2.46, Synergy_Loewe=-6.20, Synergy_HSA=1.86. (3) Drug 1: CC(C1=C(C=CC(=C1Cl)F)Cl)OC2=C(N=CC(=C2)C3=CN(N=C3)C4CCNCC4)N. Drug 2: CN(C(=O)NC(C=O)C(C(C(CO)O)O)O)N=O. Cell line: PC-3. Synergy scores: CSS=3.08, Synergy_ZIP=-3.42, Synergy_Bliss=-3.67, Synergy_Loewe=-3.49, Synergy_HSA=-3.47.